This data is from Full USPTO retrosynthesis dataset with 1.9M reactions from patents (1976-2016). The task is: Predict the reactants needed to synthesize the given product. (1) Given the product [C:21]1([CH2:20][N:17]2[CH2:18][CH2:19][N:14]3[N:13]=[C:12]([CH2:10][OH:9])[CH:28]=[C:15]3[CH2:16]2)[CH:22]=[CH:23][CH:24]=[CH:25][CH:26]=1, predict the reactants needed to synthesize it. The reactants are: [H-].[Al+3].[Li+].[H-].[H-].[H-].C([O:9][C:10]([C:12]1[CH:28]=[C:15]2[C:16](=O)[N:17]([CH2:20][C:21]3[CH:26]=[CH:25][CH:24]=[CH:23][CH:22]=3)[CH2:18][CH2:19][N:14]2[N:13]=1)=O)C. (2) Given the product [O:2]1[C:6]2[CH:7]=[CH:8][CH:9]=[C:10]([CH:11]3[CH2:16][CH2:15][N:14]([CH2:17][CH2:18][C@H:19]4[CH2:20][CH2:21][C@H:22]([NH:25][C:34]([C:28]5([O:27][CH3:26])[CH2:33][CH2:32][CH2:31][CH2:30][CH2:29]5)=[O:35])[CH2:23][CH2:24]4)[CH2:13][CH2:12]3)[C:5]=2[O:4][CH2:3]1, predict the reactants needed to synthesize it. The reactants are: Cl.[O:2]1[C:6]2[CH:7]=[CH:8][CH:9]=[C:10]([CH:11]3[CH2:16][CH2:15][N:14]([CH2:17][CH2:18][C@H:19]4[CH2:24][CH2:23][C@H:22]([NH2:25])[CH2:21][CH2:20]4)[CH2:13][CH2:12]3)[C:5]=2[O:4][CH2:3]1.[CH3:26][O:27][C:28]1([C:34](O)=[O:35])[CH2:33][CH2:32][CH2:31][CH2:30][CH2:29]1. (3) Given the product [CH2:11]([N:9]([CH3:10])[C@@H:8]1[CH2:7][CH2:6][N:5]([CH2:18][CH2:19][C:20]2[CH:21]=[CH:22][C:23]([F:26])=[CH:24][CH:25]=2)[CH2:4][C@H:3]1[CH2:2][NH:1][C:34]([NH:35][C:36]1[CH:41]=[C:40]([C:42]2[N:46]([CH3:47])[N:45]=[N:44][N:43]=2)[CH:39]=[C:38]([CH2:48][CH3:49])[CH:37]=1)=[O:33])[C:12]1[CH:17]=[CH:16][CH:15]=[CH:14][CH:13]=1, predict the reactants needed to synthesize it. The reactants are: [NH2:1][CH2:2][C@H:3]1[C@H:8]([N:9]([CH2:11][C:12]2[CH:17]=[CH:16][CH:15]=[CH:14][CH:13]=2)[CH3:10])[CH2:7][CH2:6][N:5]([CH2:18][CH2:19][C:20]2[CH:25]=[CH:24][C:23]([F:26])=[CH:22][CH:21]=2)[CH2:4]1.C1([O:33][C:34](=O)[NH:35][C:36]2[CH:41]=[C:40]([C:42]3[N:46]([CH3:47])[N:45]=[N:44][N:43]=3)[CH:39]=[C:38]([CH2:48][CH3:49])[CH:37]=2)C=CC=CC=1.C(N(CC)CC)C. (4) Given the product [Br:1][C:2]1[CH:6]=[C:5]([CH:7]2[O:11][CH2:10][CH2:9][O:8]2)[S:4][C:3]=1[CH2:12][OH:13], predict the reactants needed to synthesize it. The reactants are: [Br:1][C:2]1[CH:6]=[C:5]([CH:7]2[O:11][CH2:10][CH2:9][O:8]2)[S:4][C:3]=1[CH:12]=[O:13].[BH4-].[Na+].